This data is from Forward reaction prediction with 1.9M reactions from USPTO patents (1976-2016). The task is: Predict the product of the given reaction. (1) Given the reactants C[O:2][C:3]([C:5]1[C:10]([NH:11][S:12]([C:15]2[CH:20]=[CH:19][C:18]([Cl:21])=[C:17]([Cl:22])[CH:16]=2)(=[O:14])=[O:13])=[N:9][CH:8]=[CH:7][N:6]=1)=[O:4].[OH-].[Na+], predict the reaction product. The product is: [Cl:22][C:17]1[CH:16]=[C:15]([S:12]([NH:11][C:10]2[C:5]([C:3]([OH:4])=[O:2])=[N:6][CH:7]=[CH:8][N:9]=2)(=[O:14])=[O:13])[CH:20]=[CH:19][C:18]=1[Cl:21]. (2) Given the reactants Br.[CH3:2][C:3]1[S:7][C:6]2=[N:8][C:9]([CH2:11][C:12]([O:14][CH2:15][CH3:16])=[O:13])=[CH:10][N:5]2[CH:4]=1.C(=O)([O-])[O-].[K+].[K+], predict the reaction product. The product is: [CH3:2][C:3]1[S:7][C:6]2=[N:8][C:9]([CH2:11][C:12]([O:14][CH2:15][CH3:16])=[O:13])=[CH:10][N:5]2[CH:4]=1. (3) Given the reactants [OH-].[Na+].[C:3]([O:7][C:8]([N:10]1[CH2:15][CH2:14][C:13](=[CH:16][C:17]2[CH:22]=[CH:21][CH:20]=[CH:19][C:18]=2[C:23]([O:25]C)=[O:24])[CH2:12][CH2:11]1)=[O:9])([CH3:6])([CH3:5])[CH3:4], predict the reaction product. The product is: [C:3]([O:7][C:8]([N:10]1[CH2:15][CH2:14][C:13](=[CH:16][C:17]2[CH:22]=[CH:21][CH:20]=[CH:19][C:18]=2[C:23]([OH:25])=[O:24])[CH2:12][CH2:11]1)=[O:9])([CH3:6])([CH3:4])[CH3:5]. (4) Given the reactants [CH3:1][N:2]([CH2:9][CH2:10][O:11][C:12]1[CH:25]=[CH:24][C:15]([CH2:16][CH:17]2[S:21][C:20](=[O:22])[NH:19][C:18]2=[O:23])=[CH:14][CH:13]=1)[C:3]1[CH:8]=[CH:7][CH:6]=[CH:5][N:4]=1.[C:26]([OH:33])(=[O:32])/[CH:27]=[CH:28]\[C:29]([OH:31])=[O:30], predict the reaction product. The product is: [CH3:1][N:2]([C:3]1[CH:8]=[CH:7][CH:6]=[CH:5][N:4]=1)[CH2:9][CH2:10][O:11][C:12]1[CH:25]=[CH:24][C:15]([CH2:16][CH:17]2[S:21][C:20](=[O:22])[NH:19][C:18]2=[O:23])=[CH:14][CH:13]=1.[CH:27](/[C:26]([OH:33])=[O:32])=[CH:28]/[C:29]([OH:31])=[O:30].